Regression. Given a peptide amino acid sequence and an MHC pseudo amino acid sequence, predict their binding affinity value. This is MHC class I binding data. From a dataset of Peptide-MHC class I binding affinity with 185,985 pairs from IEDB/IMGT. (1) The peptide sequence is KYQLKHIVW. The MHC is HLA-A02:02 with pseudo-sequence HLA-A02:02. The binding affinity (normalized) is 0. (2) The peptide sequence is VQIGEYTFEK. The MHC is HLA-A03:01 with pseudo-sequence HLA-A03:01. The binding affinity (normalized) is 0.501. (3) The peptide sequence is GRGGNYPV. The MHC is Mamu-B03 with pseudo-sequence Mamu-B03. The binding affinity (normalized) is 0.285. (4) The peptide sequence is THLEVCFMY. The MHC is HLA-B35:01 with pseudo-sequence HLA-B35:01. The binding affinity (normalized) is 0.0847. (5) The peptide sequence is WLPPLLTNL. The MHC is HLA-E01:03 with pseudo-sequence HLA-E01:03. The binding affinity (normalized) is 0.0230.